Dataset: Full USPTO retrosynthesis dataset with 1.9M reactions from patents (1976-2016). Task: Predict the reactants needed to synthesize the given product. (1) Given the product [I:1][C:2]1[CH:47]=[CH:46][C:5]([CH2:6][N:7]([CH2:20][C:21]2[N:22]([CH2:26][C:27]([N:29]([CH2:30][C:31]([OH:33])=[O:32])[CH2:38][C:39]([OH:41])=[O:40])=[O:28])[CH:23]=[CH:24][N:25]=2)[CH2:8][CH2:9][C:10]2[CH:11]=[CH:12][C:13]([S:16](=[O:19])(=[O:18])[NH2:17])=[CH:14][CH:15]=2)=[CH:4][CH:3]=1, predict the reactants needed to synthesize it. The reactants are: [I:1][C:2]1[CH:47]=[CH:46][C:5]([CH2:6][N:7]([CH2:20][C:21]2[N:22]([CH2:26][C:27]([N:29]([CH2:38][C:39]([O:41]C(C)(C)C)=[O:40])[CH2:30][C:31]([O:33]C(C)(C)C)=[O:32])=[O:28])[CH:23]=[CH:24][N:25]=2)[CH2:8][CH2:9][C:10]2[CH:15]=[CH:14][C:13]([S:16](=[O:19])(=[O:18])[NH2:17])=[CH:12][CH:11]=2)=[CH:4][CH:3]=1. (2) Given the product [O:16]1[CH2:20][CH2:19][O:18][CH:17]1[C:21]1[CH:28]=[CH:27][C:24]([C:25](=[O:32])[CH2:9][C:8]2[CH:11]=[CH:12][CH:13]=[C:6]([C:5]([F:15])([F:14])[F:4])[CH:7]=2)=[CH:23][CH:22]=1, predict the reactants needed to synthesize it. The reactants are: [Mg].II.[F:4][C:5]([F:15])([F:14])[C:6]1[CH:7]=[C:8]([CH:11]=[CH:12][CH:13]=1)[CH2:9]Br.[O:16]1[CH2:20][CH2:19][O:18][CH:17]1[C:21]1[CH:28]=[CH:27][C:24]([C:25]#N)=[CH:23][CH:22]=1.Cl.CC[O:32]CC. (3) Given the product [C:25]1([C:30]2[CH:35]=[CH:34][CH:33]=[CH:32][CH:31]=2)[CH:26]=[CH:27][CH:28]=[CH:29][C:24]=1[NH:23][C:22](=[O:21])[OH:36], predict the reactants needed to synthesize it. The reactants are: C(C1C(C)=CC(NC(CCN2CCC([O:21][C:22](=[O:36])[NH:23][C:24]3[CH:29]=[CH:28][CH:27]=[CH:26][C:25]=3[C:30]3[CH:35]=[CH:34][CH:33]=[CH:32][CH:31]=3)CC2)=O)=C(C)C=1)=O.C(O)(=O)C.NC[C@@H](C1C=CC(O)=C(NC=O)C=1)O[Si](C(C)(C)C)(C)C.CO. (4) Given the product [Br:1][C:2]1[CH:7]=[C:6]([C:8]([F:9])([F:10])[F:11])[CH:5]=[CH:4][C:3]=1/[CH:12]=[CH:13]/[C:14]([NH:17][C:18]1[CH:19]=[C:20]2[C:24](=[CH:25][CH:26]=1)[NH:23][CH:22]=[CH:21]2)=[O:16], predict the reactants needed to synthesize it. The reactants are: [Br:1][C:2]1[CH:7]=[C:6]([C:8]([F:11])([F:10])[F:9])[CH:5]=[CH:4][C:3]=1/[CH:12]=[CH:13]/[C:14]([OH:16])=O.[NH2:17][C:18]1[CH:19]=[C:20]2[C:24](=[CH:25][CH:26]=1)[NH:23][CH:22]=[CH:21]2.